From a dataset of Full USPTO retrosynthesis dataset with 1.9M reactions from patents (1976-2016). Predict the reactants needed to synthesize the given product. Given the product [CH2:11]([OH:16])[CH:12]=[CH:13][CH2:14][CH2:1][CH2:2][CH2:3][CH2:4][CH2:5][CH2:6][CH3:7], predict the reactants needed to synthesize it. The reactants are: [CH2:1]=[CH:2][CH2:3][CH2:4][CH2:5][CH2:6][CH2:7]CCC.[CH2:11]([OH:16])/[CH:12]=[CH:13]\[CH2:14]O.